Dataset: Forward reaction prediction with 1.9M reactions from USPTO patents (1976-2016). Task: Predict the product of the given reaction. (1) Given the reactants [Cl:1][C:2]1[CH:3]=[C:4]([C:9]2([C:30]([F:33])([F:32])[F:31])[O:13][N:12]=[C:11]([C:14]3[CH:28]=[CH:27][C:17]([C:18]([NH:20][C:21]4[CH:22]=[N:23][CH:24]=[N:25][CH:26]=4)=[O:19])=[C:16]([CH3:29])[CH:15]=3)[CH2:10]2)[CH:5]=[C:6]([Cl:8])[CH:7]=1.C(N(CC)CC)C.Cl[C:42]([O:44][CH3:45])=[O:43], predict the reaction product. The product is: [Cl:8][C:6]1[CH:5]=[C:4]([C:9]2([C:30]([F:31])([F:33])[F:32])[O:13][N:12]=[C:11]([C:14]3[CH:28]=[CH:27][C:17]([C:18]([N:20]([C:21]4[CH:26]=[N:25][CH:24]=[N:23][CH:22]=4)[C:42](=[O:43])[O:44][CH3:45])=[O:19])=[C:16]([CH3:29])[CH:15]=3)[CH2:10]2)[CH:3]=[C:2]([Cl:1])[CH:7]=1. (2) Given the reactants Br[C:2]1[C:10]2[C:6](=[CH:7][N:8]([CH3:11])[N:9]=2)[CH:5]=[CH:4][CH:3]=1.[CH3:12][O:13][C:14]1[CH:19]=[CH:18][C:17](B(O)O)=[C:16]([CH3:23])[CH:15]=1.C(=O)([O-])[O-].[Na+].[Na+], predict the reaction product. The product is: [CH3:12][O:13][C:14]1[CH:19]=[CH:18][C:17]([C:2]2[C:10]3[C:6](=[CH:7][N:8]([CH3:11])[N:9]=3)[CH:5]=[CH:4][CH:3]=2)=[C:16]([CH3:23])[CH:15]=1. (3) Given the reactants [Na+].[CH3:2][S:3]([O-:5])=[O:4].Br[C:7]1[CH:8]=[C:9]([CH:13]=[C:14](I)[CH:15]=1)[C:10]([OH:12])=[O:11].[Cl:17][C:18]1[CH:23]=[CH:22][C:21]([C@H:24]2[C@:26]3([C:34]4[C:29](=[CH:30][CH:31]=[CH:32][CH:33]=4)[NH:28][C:27]3=[O:35])[CH2:25]2)=[CH:20][CH:19]=1, predict the reaction product. The product is: [Cl:17][C:18]1[CH:19]=[CH:20][C:21]([C@@H:24]2[C@@:26]3([C:34]4[C:29](=[CH:30][CH:31]=[CH:32][CH:33]=4)[N:28]([C:7]4[CH:8]=[C:9]([CH:13]=[C:14]([S:3]([CH3:2])(=[O:5])=[O:4])[CH:15]=4)[C:10]([OH:12])=[O:11])[C:27]3=[O:35])[CH2:25]2)=[CH:22][CH:23]=1.